From a dataset of NCI-60 drug combinations with 297,098 pairs across 59 cell lines. Regression. Given two drug SMILES strings and cell line genomic features, predict the synergy score measuring deviation from expected non-interaction effect. (1) Drug 1: CCC1(CC2CC(C3=C(CCN(C2)C1)C4=CC=CC=C4N3)(C5=C(C=C6C(=C5)C78CCN9C7C(C=CC9)(C(C(C8N6C)(C(=O)OC)O)OC(=O)C)CC)OC)C(=O)OC)O.OS(=O)(=O)O. Drug 2: CN1C2=C(C=C(C=C2)N(CCCl)CCCl)N=C1CCCC(=O)O.Cl. Cell line: TK-10. Synergy scores: CSS=-1.71, Synergy_ZIP=-0.819, Synergy_Bliss=-4.03, Synergy_Loewe=-4.33, Synergy_HSA=-3.94. (2) Drug 1: C1CN1P(=S)(N2CC2)N3CC3. Drug 2: C1=NC2=C(N1)C(=S)N=CN2. Cell line: SNB-19. Synergy scores: CSS=16.6, Synergy_ZIP=-6.11, Synergy_Bliss=-0.826, Synergy_Loewe=-3.37, Synergy_HSA=-0.0679. (3) Synergy scores: CSS=20.8, Synergy_ZIP=2.11, Synergy_Bliss=-3.05, Synergy_Loewe=-14.4, Synergy_HSA=-3.46. Drug 1: C1C(C(OC1N2C=NC3=C(N=C(N=C32)Cl)N)CO)O. Drug 2: COC1=C2C(=CC3=C1OC=C3)C=CC(=O)O2. Cell line: NCI-H460. (4) Drug 1: CCCS(=O)(=O)NC1=C(C(=C(C=C1)F)C(=O)C2=CNC3=C2C=C(C=N3)C4=CC=C(C=C4)Cl)F. Drug 2: C1CCN(CC1)CCOC2=CC=C(C=C2)C(=O)C3=C(SC4=C3C=CC(=C4)O)C5=CC=C(C=C5)O. Cell line: HT29. Synergy scores: CSS=38.0, Synergy_ZIP=8.56, Synergy_Bliss=10.5, Synergy_Loewe=-3.90, Synergy_HSA=7.51. (5) Drug 1: CC1=C(C(CCC1)(C)C)C=CC(=CC=CC(=CC(=O)O)C)C. Drug 2: C1C(C(OC1N2C=NC3=C2NC=NCC3O)CO)O. Cell line: HCT116. Synergy scores: CSS=5.60, Synergy_ZIP=-4.61, Synergy_Bliss=-7.52, Synergy_Loewe=-5.76, Synergy_HSA=-5.92. (6) Drug 1: C1=NC2=C(N1)C(=S)N=C(N2)N. Drug 2: C1=NC2=C(N1)C(=S)N=CN2. Cell line: RPMI-8226. Synergy scores: CSS=28.8, Synergy_ZIP=-11.6, Synergy_Bliss=-22.5, Synergy_Loewe=-29.5, Synergy_HSA=-20.9.